From a dataset of Catalyst prediction with 721,799 reactions and 888 catalyst types from USPTO. Predict which catalyst facilitates the given reaction. (1) Reactant: [NH2:1][CH2:2][CH2:3][C:4]([O:6][C:7]([CH3:10])([CH3:9])[CH3:8])=[O:5].S(O[NH:22][CH2:23][CH2:24][C:25]([O:27][C:28]([CH3:31])([CH3:30])[CH3:29])=[O:26])(C1C=CC(C)=CC=1)(=O)=O. Product: [NH:22]([CH2:23][CH2:24][C:25]([O:27][C:28]([CH3:31])([CH3:30])[CH3:29])=[O:26])[NH:1][CH2:2][CH2:3][C:4]([O:6][C:7]([CH3:10])([CH3:9])[CH3:8])=[O:5]. The catalyst class is: 1. (2) Reactant: [Br:1][C:2]1[C:14]2[C:13]3[CH2:12][CH2:11][N:10](C(OC(C)(C)C)=O)[CH2:9][C:8]=3[CH:7]=[N:6][C:5]=2[NH:4][N:3]=1.[F:22][C:23]([F:28])([F:27])[C:24]([OH:26])=[O:25].C1(C)C=CC=CC=1. Product: [F:22][C:23]([F:28])([F:27])[C:24]([O-:26])=[O:25].[Br:1][C:2]1[C:14]2[C:13]3[CH2:12][CH2:11][NH2+:10][CH2:9][C:8]=3[CH:7]=[N:6][C:5]=2[NH:4][N:3]=1. The catalyst class is: 12. (3) Reactant: [CH2:1]([O:8][C:9]([N:11]1[CH2:16][C@H:15]([O:17][CH2:18][C:19]2[CH:20]=[CH:21][C:22]3[O:27][CH2:26][CH2:25][N:24]([CH2:28][CH2:29][CH2:30][O:31][CH3:32])[C:23]=3[CH:33]=2)[C@@H:14]([C:34]2[CH:39]=[CH:38][C:37]([O:40][CH3:41])=[CH:36][CH:35]=2)[C@H:13]([O:42][CH2:43][C@@H:44](OS(C)(=O)=O)[CH3:45])[CH2:12]1)=[O:10])[C:2]1[CH:7]=[CH:6][CH:5]=[CH:4][CH:3]=1.[CH2:51]([NH2:53])[CH3:52]. Product: [CH2:1]([O:8][C:9]([N:11]1[CH2:16][C@H:15]([O:17][CH2:18][C:19]2[CH:20]=[CH:21][C:22]3[O:27][CH2:26][CH2:25][N:24]([CH2:28][CH2:29][CH2:30][O:31][CH3:32])[C:23]=3[CH:33]=2)[C@@H:14]([C:34]2[CH:39]=[CH:38][C:37]([O:40][CH3:41])=[CH:36][CH:35]=2)[C@H:13]([O:42][CH2:43][C@H:44]([NH:53][CH2:51][CH3:52])[CH3:45])[CH2:12]1)=[O:10])[C:2]1[CH:7]=[CH:6][CH:5]=[CH:4][CH:3]=1. The catalyst class is: 8. (4) Reactant: [C:1]([N:4]1[CH2:8][CH2:7][CH:6]([NH:9]C(=O)OC(C)(C)C)[CH2:5]1)(=[O:3])[CH3:2].FC(F)(F)C(O)=O.C([O-])([O-])=O.[Na+].[Na+]. Product: [C:1]([N:4]1[CH2:8][CH2:7][CH:6]([NH2:9])[CH2:5]1)(=[O:3])[CH3:2]. The catalyst class is: 34. (5) Reactant: [C:1]([CH2:4][C:5](=[O:7])[CH3:6])(=[O:3])[CH3:2].C([N:10]([CH2:13][CH3:14])CC)C. Product: [CH3:2][C:1]1[O:3][N:10]=[C:13]([C:14]2[CH:6]=[CH:5][CH:4]=[CH:1][CH:2]=2)[C:4]=1[C:5](=[O:7])[CH3:6]. The catalyst class is: 14. (6) Reactant: [OH:1][CH2:2][C:3]1([CH2:27][OH:28])[O:7][N:6]=[C:5]([C:8]2[C:9]([NH:19][CH:20]3[CH2:25][CH2:24][CH:23]([OH:26])[CH2:22][CH2:21]3)=[C:10]3[CH:16]=[N:15][N:14]([CH2:17][CH3:18])[C:11]3=[N:12][CH:13]=2)[CH2:4]1.[Cr](Cl)([O-])(=O)=O.[NH+]1C=CC=CC=1. Product: [OH:1][CH2:2][C:3]1([CH2:27][OH:28])[O:7][N:6]=[C:5]([C:8]2[C:9]([NH:19][CH:20]3[CH2:21][CH2:22][C:23](=[O:26])[CH2:24][CH2:25]3)=[C:10]3[CH:16]=[N:15][N:14]([CH2:17][CH3:18])[C:11]3=[N:12][CH:13]=2)[CH2:4]1. The catalyst class is: 4. (7) Reactant: [CH2:1]=[C:2]([CH:4]1[CH2:10][CH2:9][CH2:8][CH2:7][CH2:6][C:5]1=[O:11])[CH3:3].[CH2:12]([O:14][N:15]=[CH:16][CH3:17])[CH3:13].Cl[Sn](Cl)(Cl)Cl. Product: [CH2:12]([O:14][N:15]1[CH:16]([CH3:17])[CH2:3][C:2]([CH3:1])=[CH:4][CH2:10][CH2:9][CH2:8][CH2:7][CH2:6][C:5]1=[O:11])[CH3:13]. The catalyst class is: 26. (8) Reactant: [C:1]1([CH:7]2[C:16]3[C:11]4=[C:12]([CH:20]([C:23]5[CH:28]=[CH:27][CH:26]=[CH:25][CH:24]=5)[CH2:21][CH2:22][N:10]4[CH2:9][CH2:8]2)[CH:13]=[C:14]([C:17]([OH:19])=O)[CH:15]=3)[CH:6]=[CH:5][CH:4]=[CH:3][CH:2]=1.[CH2:29]([NH2:33])[CH2:30][CH2:31][CH3:32].CCN=C=NCCCN(C)C. Product: [CH2:29]([NH:33][C:17]([C:14]1[CH:15]=[C:16]2[C:11]3=[C:12]([CH:20]([C:23]4[CH:28]=[CH:27][CH:26]=[CH:25][CH:24]=4)[CH2:21][CH2:22][N:10]3[CH2:9][CH2:8][CH:7]2[C:1]2[CH:6]=[CH:5][CH:4]=[CH:3][CH:2]=2)[CH:13]=1)=[O:19])[CH2:30][CH2:31][CH3:32]. The catalyst class is: 112. (9) Reactant: [F:1][C:2]1[CH:12]=[C:11]([C:13]2[N:14]=[N:15][C:16]([O:19][CH2:20][CH:21]3[CH2:26][CH2:25][N:24]([CH2:27][C:28]([F:31])([CH3:30])[CH3:29])[CH2:23][CH2:22]3)=[CH:17][CH:18]=2)[CH:10]=[CH:9][C:3]=1[C:4]([O:6]CC)=[O:5].O[Li].O. Product: [F:1][C:2]1[CH:12]=[C:11]([C:13]2[N:14]=[N:15][C:16]([O:19][CH2:20][CH:21]3[CH2:26][CH2:25][N:24]([CH2:27][C:28]([F:31])([CH3:29])[CH3:30])[CH2:23][CH2:22]3)=[CH:17][CH:18]=2)[CH:10]=[CH:9][C:3]=1[C:4]([OH:6])=[O:5]. The catalyst class is: 6.